From a dataset of Full USPTO retrosynthesis dataset with 1.9M reactions from patents (1976-2016). Predict the reactants needed to synthesize the given product. (1) Given the product [CH3:1][C:2]1[N:7]=[C:6]2[S:8][C:9]3[CH2:14][CH2:13][CH2:12][CH2:11][C:10]=3[C:5]2=[C:4]([C:15]2[CH:20]=[CH:19][C:18]([Cl:21])=[C:17]([Cl:22])[CH:16]=2)[C:3]=1[CH:23]([CH2:39][CH2:38][CH3:42])[C:24]([O:26][CH3:27])=[O:25], predict the reactants needed to synthesize it. The reactants are: [CH3:1][C:2]1[N:7]=[C:6]2[S:8][C:9]3[CH2:14][CH2:13][CH2:12][CH2:11][C:10]=3[C:5]2=[C:4]([C:15]2[CH:20]=[CH:19][C:18]([Cl:21])=[C:17]([Cl:22])[CH:16]=2)[C:3]=1[CH2:23][C:24]([O:26][CH3:27])=[O:25].[Li+].C[Si]([N-][Si](C)(C)C)(C)C.[CH2:38]1[CH2:42]OC[CH2:39]1.ICCC. (2) Given the product [C:16]1([C:19]2[CH:20]=[CH:21][CH:22]=[CH:23][CH:24]=2)[CH:17]=[CH:18][C:13]([CH2:12][C:11]([NH:10][C:6]2[CH:5]=[C:4]([CH:9]=[CH:8][CH:7]=2)[C:3]([OH:26])=[O:2])=[O:25])=[CH:14][CH:15]=1, predict the reactants needed to synthesize it. The reactants are: C[O:2][C:3](=[O:26])[C:4]1[CH:9]=[CH:8][CH:7]=[C:6]([NH:10][C:11](=[O:25])[CH2:12][C:13]2[CH:18]=[CH:17][C:16]([C:19]3[CH:24]=[CH:23][CH:22]=[CH:21][CH:20]=3)=[CH:15][CH:14]=2)[CH:5]=1.Cl. (3) Given the product [Cl:1][C:2]1[CH:7]=[CH:6][C:5]([C:8]2[CH:12]=[C:11]([OH:13])[N:10]([C:14]3[CH:19]=[C:18]([C:20]([OH:25])=[O:22])[CH:17]=[CH:16][N:15]=3)[N:9]=2)=[CH:4][CH:3]=1, predict the reactants needed to synthesize it. The reactants are: [Cl:1][C:2]1[CH:7]=[CH:6][C:5]([C:8]2[CH:12]=[C:11]([OH:13])[N:10]([C:14]3[CH:19]=[C:18]([C:20]#N)[CH:17]=[CH:16][N:15]=3)[N:9]=2)=[CH:4][CH:3]=1.[OH-:22].[Na+].Cl.[OH2:25]. (4) Given the product [ClH:1].[Cl:1][C:2]1[CH:3]=[C:4]([C:8]2[N:9]=[C:10]([CH2:20][CH3:21])[S:11][C:12]=2[C:13]2[CH:18]=[CH:17][N:16]=[C:15]([NH:30][C@H:28]([C:22]3[CH:27]=[CH:26][CH:25]=[CH:24][CH:23]=3)[CH3:29])[CH:14]=2)[CH:5]=[CH:6][CH:7]=1, predict the reactants needed to synthesize it. The reactants are: [Cl:1][C:2]1[CH:3]=[C:4]([C:8]2[N:9]=[C:10]([CH2:20][CH3:21])[S:11][C:12]=2[C:13]2[CH:18]=[CH:17][N:16]=[C:15](F)[CH:14]=2)[CH:5]=[CH:6][CH:7]=1.[C:22]1([C@@H:28]([NH2:30])[CH3:29])[CH:27]=[CH:26][CH:25]=[CH:24][CH:23]=1.C(=O)([O-])O.[Na+]. (5) Given the product [NH2:27][CH2:26][C:13]1[CH:12]=[CH:11][C:10]2[NH:9][CH:8]([C:5]3[CH:6]=[CH:7][C:2]([OH:1])=[C:3]([O:28][CH3:29])[CH:4]=3)[CH:21]3[CH:16]([C:17]4[CH:25]=[CH:24][CH:23]=[CH:22][C:18]=4[CH2:19][CH2:20]3)[C:15]=2[CH:14]=1, predict the reactants needed to synthesize it. The reactants are: [OH:1][C:2]1[CH:7]=[CH:6][C:5]([CH:8]2[CH:21]3[CH:16]([C:17]4[CH:25]=[CH:24][CH:23]=[CH:22][C:18]=4[CH2:19][CH2:20]3)[C:15]3[CH:14]=[C:13]([C:26]#[N:27])[CH:12]=[CH:11][C:10]=3[NH:9]2)=[CH:4][C:3]=1[O:28][CH3:29].[BH4-].[Na+].C(O)(C(F)(F)F)=O. (6) Given the product [Br:15][C:16]1[CH:28]=[CH:27][C:26]([F:29])=[CH:25][C:17]=1[O:18][CH:19]1[CH2:20][CH2:21][N:22]([C:2]2[N:3]=[CH:4][C:5]3[N:10]=[C:9]([C:11]([O:13][CH3:14])=[O:12])[S:8][C:6]=3[N:7]=2)[CH2:23][CH2:24]1, predict the reactants needed to synthesize it. The reactants are: Cl[C:2]1[N:3]=[CH:4][C:5]2[N:10]=[C:9]([C:11]([O:13][CH3:14])=[O:12])[S:8][C:6]=2[N:7]=1.[Br:15][C:16]1[CH:28]=[CH:27][C:26]([F:29])=[CH:25][C:17]=1[O:18][CH:19]1[CH2:24][CH2:23][NH:22][CH2:21][CH2:20]1. (7) Given the product [CH3:11][C@@H:12]([NH:22][CH2:23][C@H:24]([OH:35])[C:25]1[CH:26]=[CH:27][C:28]([OH:34])=[C:29]([NH:31][CH:32]=[O:33])[CH:30]=1)[CH2:13][C:14]1[CH:15]=[CH:16][C:17]([O:20][CH3:21])=[CH:18][CH:19]=1.[C:6]([C@@H:4]([C@H:2]([C:1]([O-:10])=[O:9])[OH:3])[OH:5])([O-:8])=[O:7], predict the reactants needed to synthesize it. The reactants are: [C:1]([OH:10])(=[O:9])[C@@H:2]([C@H:4]([C:6]([OH:8])=[O:7])[OH:5])[OH:3].[CH3:11][C@@H:12]([NH:22][CH2:23][C@H:24]([OH:35])[C:25]1[CH:26]=[CH:27][C:28]([OH:34])=[C:29]([NH:31][CH:32]=[O:33])[CH:30]=1)[CH2:13][C:14]1[CH:15]=[CH:16][C:17]([O:20][CH3:21])=[CH:18][CH:19]=1.NC1C=C([C@@H](O)CN[C@H](C)CC2C=CC(OC)=CC=2)C=CC=1O. (8) Given the product [CH:6]([CH2:7][N:8]1[C:16]2[C:11](=[CH:12][CH:13]=[CH:14][CH:15]=2)[C@@:10]([CH2:28][C:29]([NH:31][C:32]2[CH:33]=[CH:34][C:35]([CH3:38])=[CH:36][CH:37]=2)=[O:30])([NH:17][C:18]([NH:20][C:21]2[CH:26]=[CH:25][C:24]([CH3:27])=[CH:23][CH:22]=2)=[O:19])[C:9]1=[O:39])=[O:5], predict the reactants needed to synthesize it. The reactants are: O.Cl.C([O:5][CH:6](OCC)[CH2:7][N:8]1[C:16]2[C:11](=[CH:12][CH:13]=[CH:14][CH:15]=2)[C:10]([CH2:28][C:29]([NH:31][C:32]2[CH:37]=[CH:36][C:35]([CH3:38])=[CH:34][CH:33]=2)=[O:30])([NH:17][C:18]([NH:20][C:21]2[CH:26]=[CH:25][C:24]([CH3:27])=[CH:23][CH:22]=2)=[O:19])[C:9]1=[O:39])C. (9) Given the product [CH3:20][N:4]1[C:3]([CH:1]=[O:2])=[CH:7][N:6]=[C:5]1[C:8]1[CH:9]=[CH:10][CH:11]=[CH:12][CH:13]=1, predict the reactants needed to synthesize it. The reactants are: [CH:1]([C:3]1[N:4]=[C:5]([C:8]2[CH:13]=[CH:12][CH:11]=[CH:10][CH:9]=2)[NH:6][CH:7]=1)=[O:2].[OH-].[K+].S(OC)(O[CH3:20])(=O)=O.